Dataset: Forward reaction prediction with 1.9M reactions from USPTO patents (1976-2016). Task: Predict the product of the given reaction. Given the reactants [Cl:1][C:2]1[CH:3]=[C:4]([NH:9][C:10]2[C:19]3[C:14](=[CH:15][CH:16]=[C:17](I)[CH:18]=3)[N:13]=[C:12]([C:21]3[CH:22]=[N:23][CH:24]=[CH:25][CH:26]=3)[N:11]=2)[CH:5]=[CH:6][C:7]=1[F:8].[Cl:27][C:28]1[CH:29]=[C:30](B(O)O)[CH:31]=[CH:32][CH:33]=1.[O-]P([O-])([O-])=O.[K+].[K+].[K+].C(OCC)(=O)C, predict the reaction product. The product is: [Cl:1][C:2]1[CH:3]=[C:4]([NH:9][C:10]2[C:19]3[C:14](=[CH:15][CH:16]=[C:17]([C:32]4[CH:31]=[CH:30][CH:29]=[C:28]([Cl:27])[CH:33]=4)[CH:18]=3)[N:13]=[C:12]([C:21]3[CH:22]=[N:23][CH:24]=[CH:25][CH:26]=3)[N:11]=2)[CH:5]=[CH:6][C:7]=1[F:8].